From a dataset of Experimentally validated miRNA-target interactions with 360,000+ pairs, plus equal number of negative samples. Binary Classification. Given a miRNA mature sequence and a target amino acid sequence, predict their likelihood of interaction. (1) The protein sequence of the target gene is MSYDYHQNWGRDGGPRSSGGGYGGGPAGGHGGNRGSGGGGGGGGGGRGGRGRHPGHLKGREIGMWYAKKQGQKNKEAERQERAVVHMDERREEQIVQLLNSVQAKNDKESEAQISWFAPEDHGYGTEVSTKNTPCSENKLDIQEKKLINQEKKMFRIRNRSYIDRDSEYLLQENEPDGTLDQKLLEDLQKKKNDLRYIEMQHFREKLPSYGMQKELVNLIDNHQVTVISGETGCGKTTQVTQFILDNYIERGKGSACRIVCTQPRRISAISVAERVAAERAESCGSGNSTGYQIRLQSRL.... Result: 1 (interaction). The miRNA is hsa-miR-30a-5p with sequence UGUAAACAUCCUCGACUGGAAG. (2) The miRNA is mmu-miR-181a-5p with sequence AACAUUCAACGCUGUCGGUGAGU. The protein sequence of the target gene is MEAMSPQQDALGAQPGRSSSLTGMSRIAGGPGTKKKMKTLAERRRSAPSLILDKALQKRPSTRDSHSASIDTCAFLSSFMCSSRTLLIDGPVELKRGLQRQERHLFLFNDLFVSAKIKYNNNFKIKNKIRLTDMWTASCVEEVGEGNMNAQKSFVLGWPTVNFVATFSSPEQKDKWLSLLQRYIALEKEKDYPKSIPLKIFAKDIGNCAYFKTITVMNSDTASEVINMSLQMLGITGSERDYQLWVNSGKEAAPYPLIGHEYPYGIKMSHLRDTALLTQGSRDSASPSQLQEPFLMEQLP.... Result: 1 (interaction).